This data is from Forward reaction prediction with 1.9M reactions from USPTO patents (1976-2016). The task is: Predict the product of the given reaction. (1) Given the reactants [C:1]([O:20][CH2:21][C:22]([NH:24][NH:25][C:26]([NH2:28])=[O:27])=[O:23])([C:14]1[CH:19]=[CH:18][CH:17]=[CH:16][CH:15]=1)([C:8]1[CH:13]=[CH:12][CH:11]=[CH:10][CH:9]=1)[C:2]1[CH:7]=[CH:6][CH:5]=[CH:4][CH:3]=1.[F:29][C:30]1[CH:39]=[CH:38][CH:37]=[CH:36][C:31]=1[CH2:32]N=C=O, predict the reaction product. The product is: [F:29][C:30]1[CH:39]=[CH:38][CH:37]=[CH:36][C:31]=1[CH2:32][NH:28][C:26]([NH:25][NH:24][C:22](=[O:23])[CH2:21][O:20][C:1]([C:2]1[CH:7]=[CH:6][CH:5]=[CH:4][CH:3]=1)([C:8]1[CH:13]=[CH:12][CH:11]=[CH:10][CH:9]=1)[C:14]1[CH:15]=[CH:16][CH:17]=[CH:18][CH:19]=1)=[O:27]. (2) Given the reactants [CH3:1][N:2]1[CH2:7][CH2:6][N:5]([C:8]2[CH:9]=[C:10]3[C:14](=[CH:15][CH:16]=2)[NH:13][CH:12]=[CH:11]3)[CH2:4][CH2:3]1.[C:17]1([S:23](Cl)(=[O:25])=[O:24])[CH:22]=[CH:21][CH:20]=[CH:19][CH:18]=1.[OH-].[Na+], predict the reaction product. The product is: [C:17]1([S:23]([N:13]2[C:14]3[C:10](=[CH:9][C:8]([N:5]4[CH2:6][CH2:7][N:2]([CH3:1])[CH2:3][CH2:4]4)=[CH:16][CH:15]=3)[CH:11]=[CH:12]2)(=[O:25])=[O:24])[CH:22]=[CH:21][CH:20]=[CH:19][CH:18]=1. (3) Given the reactants [F:1][C:2]1[CH:11]=[CH:10][C:5]([C:6]([O:8][CH3:9])=[O:7])=[C:4]([OH:12])[CH:3]=1.Cl.Cl[CH2:15][C:16]1[N:17]=[C:18]([NH2:21])[S:19][CH:20]=1.C([O-])([O-])=O.[Cs+].[Cs+].O, predict the reaction product. The product is: [NH2:21][C:18]1[S:19][CH:20]=[C:16]([CH2:15][O:12][C:4]2[CH:3]=[C:2]([F:1])[CH:11]=[CH:10][C:5]=2[C:6]([O:8][CH3:9])=[O:7])[N:17]=1. (4) The product is: [Br:10][C:8]1[CH:9]=[C:4]([CH2:3][OH:2])[CH:5]=[N:6][CH:7]=1. Given the reactants C[O:2][C:3](=O)[C:4]1[CH:9]=[C:8]([Br:10])[CH:7]=[N:6][CH:5]=1.[BH4-].[Na+], predict the reaction product. (5) Given the reactants [C:1]([O:5][C:6]([NH:8][C:9]1[S:10][CH:11]=[C:12](/[C:14](=[N:38]/[O:39][C:40]([CH3:49])([CH3:48])[C:41]([O:43][C:44]([CH3:47])([CH3:46])[CH3:45])=[O:42])/[C:15]([NH:17][C@@H:18]2[C:21](=[O:22])[NH:20][C@@H:19]2[CH2:23][NH:24][CH2:25][CH2:26][NH:27][CH2:28][CH2:29][NH:30][C:31](=[O:37])[O:32][C:33]([CH3:36])([CH3:35])[CH3:34])=[O:16])[N:13]=1)=[O:7])([CH3:4])([CH3:3])[CH3:2].C1N=CN([C:55](N2C=NC=C2)=[O:56])C=1, predict the reaction product. The product is: [C:33]([O:32][C:31]([NH:30][CH2:29][CH2:28][N:27]1[CH2:26][CH2:25][N:24]([CH2:23][C@@H:19]2[C@H:18]([NH:17][C:15](=[O:16])/[C:14](=[N:38]\[O:39][C:40]([CH3:49])([CH3:48])[C:41]([O:43][C:44]([CH3:47])([CH3:46])[CH3:45])=[O:42])/[C:12]3[N:13]=[C:9]([NH:8][C:6]([O:5][C:1]([CH3:2])([CH3:3])[CH3:4])=[O:7])[S:10][CH:11]=3)[C:21](=[O:22])[NH:20]2)[C:55]1=[O:56])=[O:37])([CH3:35])([CH3:36])[CH3:34]. (6) Given the reactants [CH3:1][C:2]([S@:5]([NH2:7])=[O:6])([CH3:4])[CH3:3].[Br:8][C:9]1[CH:10]=[C:11]([C:15](=O)[CH3:16])[CH:12]=[CH:13][CH:14]=1, predict the reaction product. The product is: [Br:8][C:9]1[CH:10]=[C:11]([C:15](=[N:7][S@@:5]([C:2]([CH3:4])([CH3:3])[CH3:1])=[O:6])[CH3:16])[CH:12]=[CH:13][CH:14]=1.